This data is from Reaction yield outcomes from USPTO patents with 853,638 reactions. The task is: Predict the reaction yield, written as a fraction of the theoretical maximum amount of product (1.0 means a 100% yield; for example, 0.34 means a 34% yield). (1) The reactants are [Li].[CH3:2][C:3]1[CH:4]=[C:5]([NH:14][C:15]2[N:20]=[C:19]([C:21]([F:24])([F:23])[F:22])[CH:18]=[CH:17][N:16]=2)[CH:6]=[C:7]([C:9]2[S:13][CH:12]=[N:11][CH:10]=2)[CH:8]=1.C([N-]C(C)C)(C)C.[Li+].[CH3:33][C:34]1([CH3:44])[CH2:39][C:38](=[O:40])[CH2:37][CH2:36][CH:35]1[C:41]([OH:43])=[O:42].S1C=CN=C1. The catalyst is C1COCC1.O.CO. The product is [OH:40][C@:38]1([C:12]2[S:13][C:9]([C:7]3[CH:6]=[C:5]([NH:14][C:15]4[N:20]=[C:19]([C:21]([F:22])([F:24])[F:23])[CH:18]=[CH:17][N:16]=4)[CH:4]=[C:3]([CH3:2])[CH:8]=3)=[CH:10][N:11]=2)[CH2:37][CH2:36][C@H:35]([C:41]([OH:43])=[O:42])[C:34]([CH3:44])([CH3:33])[CH2:39]1. The yield is 0.210. (2) The reactants are [N:1]1([C:5]2[NH:9][C:8]3[CH:10]=[CH:11][CH:12]=[CH:13][C:7]=3[N:6]=2)[CH2:4][CH2:3][CH2:2]1.Br[CH2:15][C:16]1[CH:35]=[CH:34][C:19]2/[C:20](=[C:30](/[CH3:33])\[C:31]#[N:32])/[C:21]3[CH:28]=[CH:27][C:26]([F:29])=[CH:25][C:22]=3[O:23][CH2:24][C:18]=2[CH:17]=1. No catalyst specified. The product is [N:1]1([C:5]2[N:6]([CH2:15][C:16]3[CH:35]=[CH:34][C:19]4/[C:20](=[C:30](/[CH3:33])\[C:31]#[N:32])/[C:21]5[CH:28]=[CH:27][C:26]([F:29])=[CH:25][C:22]=5[O:23][CH2:24][C:18]=4[CH:17]=3)[C:7]3[CH:13]=[CH:12][CH:11]=[CH:10][C:8]=3[N:9]=2)[CH2:4][CH2:3][CH2:2]1. The yield is 0.590. (3) The reactants are [Cl-].[Ce+3].[Cl-].[Cl-].C[Mg]Br.[CH2:8](OCC)C.[CH3:13][C@H:14]1[C:18](=[O:19])[CH2:17][CH2:16][N:15]1[C:20]([O:22][CH2:23][C:24]1[CH:29]=[CH:28][CH:27]=[CH:26][CH:25]=1)=[O:21].C(OCC)(=O)C. The catalyst is C1COCC1. The product is [OH:19][C@@:18]1([CH3:8])[CH2:17][CH2:16][N:15]([C:20]([O:22][CH2:23][C:24]2[CH:29]=[CH:28][CH:27]=[CH:26][CH:25]=2)=[O:21])[C@H:14]1[CH3:13]. The yield is 0.840. (4) The reactants are [C@H:1]12[CH2:6][C@H:5]1[CH2:4][CH2:3][C:2]2=O.[C:8]([O:15][CH2:16][CH3:17])(=[O:14])[C:9](OCC)=O.CC(C)([O-])C.[K+].[NH:24]([C:26]1[CH:31]=[N:30][CH:29]=[CH:28][N:27]=1)[NH2:25].Cl. The catalyst is C(O)C.C1COCC1.CO. The product is [CH2:16]([O:15][C:8]([C:9]1[C:3]2[CH2:4][C@@H:5]3[CH2:6][C@@H:1]3[C:2]=2[N:24]([C:26]2[CH:31]=[N:30][CH:29]=[CH:28][N:27]=2)[N:25]=1)=[O:14])[CH3:17]. The yield is 0.730. (5) The reactants are C([N-]C(C)C)(C)C.C([Li])CCC.[S:13]1[CH:17]=[CH:16][CH:15]=[C:14]1[C:18]#[N:19].C(O)(=O)C[C:22](CC(O)=O)(C(O)=O)[OH:23]. The catalyst is O1CCCC1.O. The product is [C:18]([C:14]1[S:13][C:17]([CH:22]=[O:23])=[CH:16][CH:15]=1)#[N:19]. The yield is 0.500. (6) The reactants are C(OC([N:8]1[CH2:17][CH2:16][C:15]2[C:10](=[CH:11][CH:12]=[C:13]([NH:18][C:19]3[N:24]=[C:23](Cl)[CH:22]=[C:21]([N:26]4[CH2:31][CH2:30][O:29][CH2:28][CH2:27]4)[N:20]=3)[CH:14]=2)[CH2:9]1)=O)(C)(C)C.[CH3:32][S:33]([C:36]1[CH:44]=[C:43]2[C:39]([CH:40]=[CH:41][NH:42]2)=[C:38](B2OC(C)(C)C(C)(C)O2)[CH:37]=1)(=[O:35])=[O:34]. The product is [CH3:32][S:33]([C:36]1[CH:44]=[C:43]2[C:39]([CH:40]=[CH:41][NH:42]2)=[C:38]([C:23]2[CH:22]=[C:21]([N:26]3[CH2:31][CH2:30][O:29][CH2:28][CH2:27]3)[N:20]=[C:19]([NH:18][C:13]3[CH:14]=[C:15]4[C:10](=[CH:11][CH:12]=3)[CH2:9][NH:8][CH2:17][CH2:16]4)[N:24]=2)[CH:37]=1)(=[O:35])=[O:34]. The yield is 0.130. No catalyst specified. (7) The reactants are CO[C:3](=[O:24])[C:4]1[CH:9]=[CH:8][C:7]([O:10][CH2:11][C:12]2[C:13]([C:17]3[CH:22]=[CH:21][C:20]([Cl:23])=[CH:19][CH:18]=3)=[N:14][O:15][CH:16]=2)=[N:6][CH:5]=1.[CH:25]([NH2:28])([CH3:27])[CH3:26]. No catalyst specified. The product is [Cl:23][C:20]1[CH:19]=[CH:18][C:17]([C:13]2[C:12]([CH2:11][O:10][C:7]3[CH:8]=[CH:9][C:4]([C:3]([NH:28][CH:25]([CH3:27])[CH3:26])=[O:24])=[CH:5][N:6]=3)=[CH:16][O:15][N:14]=2)=[CH:22][CH:21]=1. The yield is 0.560. (8) The reactants are C(OC(=O)[NH:7][CH:8]1[CH2:12][CH2:11][NH:10][CH2:9]1)(C)(C)C.C(N(C(C)C)CC)(C)C.[Br:23][C:24]1[CH:29]=[CH:28][C:27]([S:30]([Cl:33])(=[O:32])=[O:31])=[C:26]([O:34][C:35]([F:38])([F:37])[F:36])[CH:25]=1.C([O-])(O)=O.[Na+].Cl. The catalyst is C(Cl)Cl.C(Cl)(Cl)Cl.CCOC(C)=O. The product is [ClH:33].[Br:23][C:24]1[CH:29]=[CH:28][C:27]([S:30]([N:10]2[CH2:11][CH2:12][CH:8]([NH2:7])[CH2:9]2)(=[O:32])=[O:31])=[C:26]([O:34][C:35]([F:37])([F:36])[F:38])[CH:25]=1. The yield is 0.800.